Predict the reaction yield, written as a fraction of the theoretical maximum amount of product (1.0 means a 100% yield; for example, 0.34 means a 34% yield). From a dataset of Reaction yield outcomes from USPTO patents with 853,638 reactions. (1) The reactants are C(O[C:6](=O)[NH:7][CH:8]([CH2:12][O:13][C:14]1[CH:23]=[CH:22][C:21]2[C:16](=[CH:17][CH:18]=[C:19]([Br:24])[CH:20]=2)[CH:15]=1)[CH:9]([CH3:11])[CH3:10])(C)(C)C.Br[CH2:27][CH2:28][CH2:29]CBr.C(=O)(O)[O-].[Na+].C(OC(OC(C)(C)C)=O)(OC(C)(C)C)=O. The catalyst is C(Cl)Cl.FC(F)(F)C(O)=O. The product is [Br:24][C:19]1[CH:20]=[C:21]2[C:16](=[CH:17][CH:18]=1)[CH:15]=[C:14]([O:13][CH2:12][CH:8]([N:7]1[CH2:6][CH2:29][CH2:28][CH2:27]1)[CH:9]([CH3:10])[CH3:11])[CH:23]=[CH:22]2. The yield is 0.410. (2) The reactants are [CH3:1][O:2][C:3](=[O:28])[CH2:4][CH2:5][C@H:6]([C@@H:8]1[C@:25]2([CH3:26])[C@H:11]([C@H:12]3[C@H:22]([CH2:23][CH2:24]2)[C@:20]2([CH3:21])[C:15]([CH2:16][C@@H:17]([OH:27])[CH2:18][CH2:19]2)=[CH:14][CH2:13]3)[CH2:10][CH2:9]1)[CH3:7].[C:29](OC(=O)C)(=[O:31])[CH3:30]. The catalyst is N1C=CC=CC=1. The product is [CH3:1][O:2][C:3](=[O:28])[CH2:4][CH2:5][C@H:6]([C@@H:8]1[C@:25]2([CH3:26])[C@H:11]([C@H:12]3[C@H:22]([CH2:23][CH2:24]2)[C@:20]2([CH3:21])[C:15]([CH2:16][C@@H:17]([O:27][C:29](=[O:31])[CH3:30])[CH2:18][CH2:19]2)=[CH:14][CH2:13]3)[CH2:10][CH2:9]1)[CH3:7]. The yield is 0.950. (3) The reactants are [CH3:1][C:2]1([CH3:14])[C:6]([CH3:8])([CH3:7])[O:5][B:4]([C:9]2[CH:10]=[N:11][NH:12][CH:13]=2)[O:3]1.[Cl:15][C:16]1[CH:23]=[CH:22][CH:21]=[CH:20][C:17]=1[CH2:18]O.C1(P(C2C=CC=CC=2)C2C=CC=CC=2)C=CC=CC=1.N(C(OC(C)(C)C)=O)=NC(OC(C)(C)C)=O. The catalyst is C1COCC1. The product is [Cl:15][C:16]1[CH:23]=[CH:22][CH:21]=[CH:20][C:17]=1[CH2:18][N:12]1[CH:13]=[C:9]([B:4]2[O:5][C:6]([CH3:7])([CH3:8])[C:2]([CH3:14])([CH3:1])[O:3]2)[CH:10]=[N:11]1. The yield is 0.590. (4) The reactants are [Br:1][C:2]1[C:3]([CH3:8])=[N:4][CH:5]=[CH:6][CH:7]=1.[Se](=O)=[O:10]. The catalyst is O1CCOCC1. The product is [Br:1][C:2]1[C:3]([CH:8]=[O:10])=[N:4][CH:5]=[CH:6][CH:7]=1. The yield is 0.290. (5) The reactants are Br[Zn][CH2:3][C:4]([O:6][CH2:7][CH3:8])=[O:5].C1COCC1.[C:14]1(=[O:20])[CH2:19][CH2:18][CH2:17][CH:16]=[CH:15]1.Cl. The catalyst is C1(C)C=CC=CC=1.C(OCC)(=O)C. The product is [OH:20][C:14]1([CH2:3][C:4]([O:6][CH2:7][CH3:8])=[O:5])[CH2:19][CH2:18][CH2:17][CH:16]=[CH:15]1. The yield is 0.950. (6) The product is [Cl:49][C:36]1[CH:35]=[CH:34][C:33]([CH2:32][NH:31][C:12]([C:8]2[NH:9][C:10]3[C:6]([CH:7]=2)=[CH:5][CH:4]=[C:3]([O:2][CH3:1])[CH:11]=3)=[O:14])=[CH:38][C:37]=1[O:39][C:40]1[CH:41]=[C:42]([C:43]#[N:44])[CH:45]=[C:46]([Cl:48])[CH:47]=1. The yield is 0.260. The reactants are [CH3:1][O:2][C:3]1[CH:11]=[C:10]2[C:6]([CH:7]=[C:8]([C:12]([O:14]C)=O)[NH:9]2)=[CH:5][CH:4]=1.[OH-].[Li+].C(O)(=O)CC(CC(O)=O)(C(O)=O)O.[NH2:31][CH2:32][C:33]1[CH:34]=[CH:35][C:36]([Cl:49])=[C:37]([O:39][C:40]2[CH:41]=[C:42]([CH:45]=[C:46]([Cl:48])[CH:47]=2)[C:43]#[N:44])[CH:38]=1.CCN(C(C)C)C(C)C. The catalyst is C1COCC1.CN(C=O)C.O.CO. (7) The reactants are [Br:1][C:2]1[CH:3]=[CH:4][C:5]([OH:19])=[C:6]([C:8](=[O:18])[CH:9]=[CH:10][C:11]2[CH:16]=[CH:15][CH:14]=[C:13]([Cl:17])[CH:12]=2)[CH:7]=1.[OH-].[Na+]. The catalyst is O.CCO. The product is [Br:1][C:2]1[CH:7]=[C:6]2[C:5](=[CH:4][CH:3]=1)[O:19][CH:10]([C:11]1[CH:16]=[CH:15][CH:14]=[C:13]([Cl:17])[CH:12]=1)[CH2:9][C:8]2=[O:18]. The yield is 0.820.